This data is from Reaction yield outcomes from USPTO patents with 853,638 reactions. The task is: Predict the reaction yield, written as a fraction of the theoretical maximum amount of product (1.0 means a 100% yield; for example, 0.34 means a 34% yield). (1) The reactants are [NH2:1][C:2]1[CH:3]=[C:4]([C:8]2[C:16]3[C:11](=[CH:12][CH:13]=[C:14]([C:17]([NH2:19])=[O:18])[CH:15]=3)[N:10](C3CCCCO3)[N:9]=2)[CH:5]=[CH:6][CH:7]=1.[O:26]1[CH2:30][CH2:29][CH:28]([C:31](O)=[O:32])[CH2:27]1.CCN=C=NCCCN(C)C. No catalyst specified. The product is [O:26]1[CH2:30][CH2:29][CH:28]([C:31]([NH:1][C:2]2[CH:3]=[C:4]([C:8]3[C:16]4[C:11](=[CH:12][CH:13]=[C:14]([C:17]([NH2:19])=[O:18])[CH:15]=4)[NH:10][N:9]=3)[CH:5]=[CH:6][CH:7]=2)=[O:32])[CH2:27]1. The yield is 0.150. (2) The reactants are C([N:4]1[C:12]2[C:7](=[CH:8][C:9]([O:16][CH3:17])=[C:10]([N+:13]([O-:15])=[O:14])[CH:11]=2)[CH2:6][CH2:5]1)(=O)C.Cl.[OH-].[Na+]. No catalyst specified. The product is [CH3:17][O:16][C:9]1[CH:8]=[C:7]2[C:12](=[CH:11][C:10]=1[N+:13]([O-:15])=[O:14])[NH:4][CH2:5][CH2:6]2. The yield is 0.940. (3) The reactants are [CH:1]1[N:5]2[C:6]3[CH:15]=[CH:14][CH:13]=[CH:12][C:7]=3[CH2:8][CH2:9][CH:10]([NH2:11])[C:4]2=[N:3][CH:2]=1.[CH:16]1([O:19][C:20]2[CH:34]=[CH:33][C:23]([C:24]([NH:26][C:27]3([C:30](O)=[O:31])[CH2:29][CH2:28]3)=[O:25])=[CH:22][CH:21]=2)[CH2:18][CH2:17]1.Cl.CN(C)CCCN=C=NCC.O.ON1C2C=CC=CC=2N=N1.C(N(CC)CC)C. The catalyst is ClCCl. The product is [CH:16]1([O:19][C:20]2[CH:21]=[CH:22][C:23]([C:24]([NH:26][C:27]3([C:30](=[O:31])[NH:11][CH:10]4[CH2:9][CH2:8][C:7]5[CH:12]=[CH:13][CH:14]=[CH:15][C:6]=5[N:5]5[CH:1]=[CH:2][N:3]=[C:4]45)[CH2:29][CH2:28]3)=[O:25])=[CH:33][CH:34]=2)[CH2:18][CH2:17]1. The yield is 0.890. (4) The reactants are Br[CH2:2][C:3]([C:5]1[CH:10]=[CH:9][C:8]([NH:11][C:12](=[O:14])[CH3:13])=[CH:7][C:6]=1[F:15])=[O:4].[C:16]1([C:22]2([CH2:29][CH2:30][CH3:31])[NH:26][C:25](=[O:27])[NH:24][C:23]2=[O:28])[CH:21]=[CH:20][CH:19]=[CH:18][CH:17]=1.C(=O)([O-])[O-].[K+].CC(C)=O.[K+].C1CCCCC1.C(OCC)(=O)C. The catalyst is C(OCC)(=O)C. The product is [O:27]=[C:25]1[NH:26][C:22]([C:16]2[CH:21]=[CH:20][CH:19]=[CH:18][CH:17]=2)([CH2:29][CH2:30][CH3:31])[C:23](=[O:28])[N:24]1[CH2:2][C:3]([C:5]1[CH:10]=[CH:9][C:8]([NH:11][C:12](=[O:14])[CH3:13])=[CH:7][C:6]=1[F:15])=[O:4]. The yield is 0.810. (5) The reactants are [Br:1][C:2]1[CH:10]=[CH:9][C:8]([O:11][CH3:12])=[CH:7][C:3]=1[C:4](Cl)=[O:5].[CH3:13][Zn]C. The catalyst is C1(C)C=CC=CC=1. The product is [Br:1][C:2]1[CH:10]=[CH:9][C:8]([O:11][CH3:12])=[CH:7][C:3]=1[C:4](=[O:5])[CH3:13]. The yield is 0.990. (6) The reactants are [Br:1][C:2]1[CH:7]=[CH:6][C:5]([C@H:8]([NH:10]C(=O)C(F)(F)F)[CH3:9])=[CH:4][CH:3]=1.[OH-].[Na+]. The catalyst is CO. The product is [Br:1][C:2]1[CH:7]=[CH:6][C:5]([C@H:8]([NH2:10])[CH3:9])=[CH:4][CH:3]=1. The yield is 0.730. (7) The reactants are [F:1][C:2]1[CH:7]=[CH:6][CH:5]=[C:4]([F:8])[C:3]=1[S:9]([NH:12][C:13]1[CH:14]=[C:15]([CH:21]=[CH:22][CH:23]=1)[C:16]([O:18]CC)=O)(=[O:11])=[O:10].[Li+].C[Si]([N-][Si](C)(C)C)(C)C.[Cl:34][C:35]1[N:40]=[C:39]([CH3:41])[CH:38]=[CH:37][N:36]=1. The catalyst is C1COCC1. The product is [Cl:34][C:35]1[N:40]=[C:39](/[CH:41]=[C:16](/[C:15]2[CH:14]=[C:13]([NH:12][S:9]([C:3]3[C:2]([F:1])=[CH:7][CH:6]=[CH:5][C:4]=3[F:8])(=[O:11])=[O:10])[CH:23]=[CH:22][CH:21]=2)\[OH:18])[CH:38]=[CH:37][N:36]=1. The yield is 0.960.